From a dataset of Reaction yield outcomes from USPTO patents with 853,638 reactions. Predict the reaction yield, written as a fraction of the theoretical maximum amount of product (1.0 means a 100% yield; for example, 0.34 means a 34% yield). (1) The reactants are [F:1][C:2]1[CH:3]=[C:4]([C:9]2[N:13]=[CH:12][O:11][N:10]=2)[CH:5]=[CH:6][C:7]=1[CH3:8].[Br:14]N1C(=O)CCC1=O.C(N(C(C)C)CC)(C)C.P([O-])(OCC)OCC. The catalyst is C(#N)C.N(C(C)(C)C#N)=NC(C)(C)C#N.O. The product is [Br:14][CH2:8][C:7]1[CH:6]=[CH:5][C:4]([C:9]2[N:13]=[CH:12][O:11][N:10]=2)=[CH:3][C:2]=1[F:1]. The yield is 0.920. (2) The reactants are [F:1][C:2]1[CH:3]=[CH:4][C:5]([O:9][CH2:10][C:11]([F:14])([F:13])[F:12])=[C:6]([CH:8]=1)[NH2:7].Cl.Cl[CH2:17][CH2:18][NH:19][CH2:20][CH2:21]Cl.[I-].[K+].C(=O)([O-])[O-].[K+].[K+]. The catalyst is C(O)CCC. The product is [F:1][C:2]1[CH:3]=[CH:4][C:5]([O:9][CH2:10][C:11]([F:12])([F:13])[F:14])=[C:6]([N:7]2[CH2:21][CH2:20][NH:19][CH2:18][CH2:17]2)[CH:8]=1. The yield is 0.140.